Dataset: Peptide-MHC class II binding affinity with 134,281 pairs from IEDB. Task: Regression. Given a peptide amino acid sequence and an MHC pseudo amino acid sequence, predict their binding affinity value. This is MHC class II binding data. (1) The peptide sequence is AADLDAVAAFVESGR. The MHC is DRB1_0405 with pseudo-sequence DRB1_0405. The binding affinity (normalized) is 0.219. (2) The peptide sequence is HTMWHVTRGAFLVRNHHHHHH. The MHC is HLA-DQA10501-DQB10302 with pseudo-sequence HLA-DQA10501-DQB10302. The binding affinity (normalized) is 0.246. (3) The peptide sequence is CGYKDVDKPPFDGMT. The MHC is HLA-DPA10201-DPB11401 with pseudo-sequence HLA-DPA10201-DPB11401. The binding affinity (normalized) is 0.0463. (4) The peptide sequence is EKKGFAATQFEPLAA. The MHC is DRB1_1001 with pseudo-sequence DRB1_1001. The binding affinity (normalized) is 0.507. (5) The peptide sequence is RRVFHGVAKNPVVDG. The MHC is DRB5_0101 with pseudo-sequence DRB5_0101. The binding affinity (normalized) is 0.664. (6) The peptide sequence is NDFLKTGHYTQMVWA. The MHC is HLA-DPA10301-DPB10402 with pseudo-sequence HLA-DPA10301-DPB10402. The binding affinity (normalized) is 0.362. (7) The peptide sequence is GAQLGELYYAIYKAS. The MHC is DRB1_1501 with pseudo-sequence DRB1_1501. The binding affinity (normalized) is 0.478.